Dataset: Catalyst prediction with 721,799 reactions and 888 catalyst types from USPTO. Task: Predict which catalyst facilitates the given reaction. Product: [Cl:1][C:2]1[CH:3]=[CH:4][C:5]([C:8]2[O:9][C:10]([C:18]([OH:20])=[O:19])=[C:11]([CH2:13][O:14][CH2:15][O:16][CH3:17])[N:12]=2)=[CH:6][CH:7]=1. The catalyst class is: 716. Reactant: [Cl:1][C:2]1[CH:7]=[CH:6][C:5]([C:8]2[O:9][C:10]([CH:18]=[O:19])=[C:11]([CH2:13][O:14][CH2:15][O:16][CH3:17])[N:12]=2)=[CH:4][CH:3]=1.[O:20]1CCOCC1.[OH-].[Na+].Cl.